This data is from Catalyst prediction with 721,799 reactions and 888 catalyst types from USPTO. The task is: Predict which catalyst facilitates the given reaction. (1) Reactant: O[CH2:2][C:3]12[CH2:12][CH:7]3[CH2:8][CH:9]([CH2:11][C:5]([C:13]([O:15][CH3:16])=[O:14])([CH2:6]3)[CH2:4]1)[CH2:10]2.N1C=CC=CC=1.FC(F)(F)S(OS(C(F)(F)F)(=O)=O)(=O)=O.[CH3:38][C:39]1[CH:40]=[CH:41][C:42]([NH:45][CH:46]2[CH2:51][CH2:50][NH:49][CH2:48][CH2:47]2)=[N:43][CH:44]=1. The catalyst class is: 34. Product: [CH3:38][C:39]1[CH:40]=[CH:41][C:42]([NH:45][CH:46]2[CH2:51][CH2:50][N:49]([CH2:10][C:9]34[CH2:2][CH:3]5[CH2:12][CH:7]([CH2:6][C:5]([C:13]([O:15][CH3:16])=[O:14])([CH2:4]5)[CH2:11]3)[CH2:8]4)[CH2:48][CH2:47]2)=[N:43][CH:44]=1. (2) Reactant: C(N(CC)[C:4]([C:6]1[CH:7]=[CH:8][CH:9]=[C:10]2[C:14]=1[NH:13][CH:12]=[C:11]2[CH2:15][C:16]([O:18]C)=O)=O)C.[BH4-].[Na+].[CH3:24][OH:25]. Product: [CH2:12]([N:13]([CH2:14][CH3:6])[C:24]([CH2:4][C:6]1[CH:7]=[CH:8][CH:9]=[C:10]2[C:14]=1[NH:13][CH:12]=[C:11]2[CH2:15][CH2:16][OH:18])=[O:25])[CH3:11]. The catalyst class is: 7.